From a dataset of Catalyst prediction with 721,799 reactions and 888 catalyst types from USPTO. Predict which catalyst facilitates the given reaction. (1) Reactant: [F:1][C:2]1[CH:7]=[C:6]([N+:8]([O-:10])=[O:9])[CH:5]=[CH:4][C:3]=1[NH:11][C@H:12]([CH2:15][CH3:16])[CH2:13][OH:14].C(O[CH:20](O)[C:21]([F:24])([F:23])[F:22])C.C1(C)C=CC(S(O)(=O)=O)=CC=1. Product: [F:1][C:2]1[CH:7]=[C:6]([N+:8]([O-:10])=[O:9])[CH:5]=[CH:4][C:3]=1[N:11]1[C@H:12]([CH2:15][CH3:16])[CH2:13][O:14][CH:20]1[C:21]([F:24])([F:23])[F:22]. The catalyst class is: 48. (2) Reactant: [CH2:1]([C:3]1[S:4][C:5]([CH3:12])=[C:6]([C:8](OC)=[O:9])[N:7]=1)[CH3:2].[H-].[Al+3].[Li+].[H-].[H-].[H-].O.O.O.O.O.O.O.O.O.O.S([O-])([O-])(=O)=O.[Na+].[Na+]. Product: [CH2:1]([C:3]1[S:4][C:5]([CH3:12])=[C:6]([CH2:8][OH:9])[N:7]=1)[CH3:2]. The catalyst class is: 7.